From a dataset of Full USPTO retrosynthesis dataset with 1.9M reactions from patents (1976-2016). Predict the reactants needed to synthesize the given product. Given the product [CH2:1]([N:5]1[C:13]2[C:12]([OH:14])=[N:11][CH:10]=[N:9][C:8]=2[S:7]/[C:6]/1=[N:15]\[C:16](=[O:28])[C:17]1[CH:22]=[C:21]([C:23]([F:26])([F:25])[F:24])[CH:20]=[CH:19][C:18]=1[O:33][CH2:29][C@@H:30]([OH:32])[CH3:31])[CH2:2][CH2:3][CH3:4], predict the reactants needed to synthesize it. The reactants are: [CH2:1]([N:5]1[C:13]2[C:12]([OH:14])=[N:11][CH:10]=[N:9][C:8]=2[S:7]/[C:6]/1=[N:15]\[C:16](=[O:28])[C:17]1[CH:22]=[C:21]([C:23]([F:26])([F:25])[F:24])[CH:20]=[CH:19][C:18]=1F)[CH2:2][CH2:3][CH3:4].[CH2:29]([OH:33])[C@@H:30]([OH:32])[CH3:31].CC(C)([O-])C.[K+].C1COCC1.